This data is from NCI-60 drug combinations with 297,098 pairs across 59 cell lines. The task is: Regression. Given two drug SMILES strings and cell line genomic features, predict the synergy score measuring deviation from expected non-interaction effect. (1) Drug 1: CS(=O)(=O)CCNCC1=CC=C(O1)C2=CC3=C(C=C2)N=CN=C3NC4=CC(=C(C=C4)OCC5=CC(=CC=C5)F)Cl. Drug 2: N.N.Cl[Pt+2]Cl. Cell line: LOX IMVI. Synergy scores: CSS=27.7, Synergy_ZIP=-2.20, Synergy_Bliss=-0.401, Synergy_Loewe=-13.3, Synergy_HSA=-1.90. (2) Drug 1: CS(=O)(=O)C1=CC(=C(C=C1)C(=O)NC2=CC(=C(C=C2)Cl)C3=CC=CC=N3)Cl. Drug 2: CC1=C(C(CCC1)(C)C)C=CC(=CC=CC(=CC(=O)O)C)C. Cell line: SNB-19. Synergy scores: CSS=-2.79, Synergy_ZIP=1.63, Synergy_Bliss=-3.17, Synergy_Loewe=-8.00, Synergy_HSA=-7.71. (3) Drug 1: CS(=O)(=O)CCNCC1=CC=C(O1)C2=CC3=C(C=C2)N=CN=C3NC4=CC(=C(C=C4)OCC5=CC(=CC=C5)F)Cl. Drug 2: C1CN(P(=O)(OC1)NCCCl)CCCl. Cell line: MDA-MB-435. Synergy scores: CSS=-0.562, Synergy_ZIP=6.04, Synergy_Bliss=8.18, Synergy_Loewe=-1.59, Synergy_HSA=-1.73.